This data is from Reaction yield outcomes from USPTO patents with 853,638 reactions. The task is: Predict the reaction yield, written as a fraction of the theoretical maximum amount of product (1.0 means a 100% yield; for example, 0.34 means a 34% yield). (1) The reactants are [C:1]([C:3]1[CH:4]=[C:5]([CH3:12])[C:6]([C:9](O)=[O:10])=[N:7][CH:8]=1)#[N:2].C(Cl)(=O)C([Cl:16])=O.CN(C)C=O. The catalyst is ClCCl. The product is [C:1]([C:3]1[CH:4]=[C:5]([CH3:12])[C:6]([C:9]([Cl:16])=[O:10])=[N:7][CH:8]=1)#[N:2]. The yield is 0.990. (2) The product is [CH2:7]([O:14][C:15]1[CH:22]=[CH:21][C:18](/[CH:19]=[CH:24]/[C:25]([O:4][CH2:2][CH3:5])=[O:26])=[CH:17][CH:16]=1)[C:8]1[CH:13]=[CH:12][CH:11]=[CH:10][CH:9]=1. The yield is 0.950. No catalyst specified. The reactants are C[C:2]([CH3:5])([O-:4])C.[K+].[CH2:7]([O:14][C:15]1[CH:22]=[CH:21][C:18]([CH:19]=O)=[CH:17][CH:16]=1)[C:8]1[CH:13]=[CH:12][CH:11]=[CH:10][CH:9]=1.C1C[O:26][CH2:25][CH2:24]1. (3) The reactants are Br[C:2]1[S:6][C:5]([CH2:7][O:8][C:9]2[C:10]([F:19])=[C:11]([C:15]([F:18])=[CH:16][CH:17]=2)[C:12]([NH2:14])=[O:13])=[N:4][C:3]=1[C:20]1[CH:25]=[CH:24][C:23]([O:26][CH3:27])=[CH:22][CH:21]=1.[N:28]1[CH:33]=[CH:32][CH:31]=[C:30](B(O)O)[CH:29]=1.P([O-])([O-])([O-])=O.[K+].[K+].[K+]. The catalyst is CN(C=O)C.O.[Pd+2].C1(P(C2C=CC=CC=2)C2C=CC=CC=2)C=CC=CC=1. The product is [F:19][C:10]1[C:9]([O:8][CH2:7][C:5]2[S:6][C:2]([C:30]3[CH:29]=[N:28][CH:33]=[CH:32][CH:31]=3)=[C:3]([C:20]3[CH:25]=[CH:24][C:23]([O:26][CH3:27])=[CH:22][CH:21]=3)[N:4]=2)=[CH:17][CH:16]=[C:15]([F:18])[C:11]=1[C:12]([NH2:14])=[O:13]. The yield is 0.500. (4) The reactants are Br.[CH3:2][N:3]([CH3:25])[CH2:4][CH2:5][CH2:6][C:7]1([C:18]2[CH:23]=[CH:22][C:21]([F:24])=[CH:20][CH:19]=2)[C:11]2[CH:12]=[CH:13][C:14]([C:16]#[N:17])=[CH:15][C:10]=2[CH2:9][O:8]1.[CH2:26]([NH2:28])[CH3:27]. No catalyst specified. The product is [CH2:26]([NH:28][C:16]([C:14]1[CH:13]=[CH:12][C:11]2[C:7]([CH2:6][CH2:5][CH2:4][N:3]([CH3:25])[CH3:2])([C:18]3[CH:19]=[CH:20][C:21]([F:24])=[CH:22][CH:23]=3)[O:8][CH2:9][C:10]=2[CH:15]=1)=[NH:17])[CH3:27]. The yield is 0.190. (5) The reactants are [F:1][C:2]1[CH:25]=[C:24]([N+:26]([O-])=O)[CH:23]=[CH:22][C:3]=1[O:4][C:5]1[CH:10]=[CH:9][N:8]=[C:7]2[CH:11]=[C:12]([C:14]3[CH:15]=[N:16][N:17]([CH2:19][CH:20]=[O:21])[CH:18]=3)[S:13][C:6]=12.[BH4-].[Na+]. The catalyst is C(Cl)Cl.CO. The product is [NH2:26][C:24]1[CH:23]=[CH:22][C:3]([O:4][C:5]2[CH:10]=[CH:9][N:8]=[C:7]3[CH:11]=[C:12]([C:14]4[CH:15]=[N:16][N:17]([CH2:19][CH2:20][OH:21])[CH:18]=4)[S:13][C:6]=23)=[C:2]([F:1])[CH:25]=1. The yield is 0.360. (6) The reactants are Cl.[CH2:2]1[C:8]2[C:9]3[CH:15]=[CH:14][C:13]([N:16]4[CH:21]=[CH:20][C:19]([O:22][CH2:23][C:24]5[CH:29]=[CH:28][CH:27]=[C:26]([C:30]([F:33])([F:32])[F:31])[N:25]=5)=[CH:18][C:17]4=[O:34])=[CH:12][C:10]=3[O:11][C:7]=2[CH2:6][CH2:5][CH2:4][NH:3]1.[C:35](O)(=O)[CH3:36].Cl[CH2:40]Cl. The catalyst is CC(C)=O.C([O-])(O)=O.[Na+]. The product is [CH:35]([N:3]1[CH2:4][CH2:5][CH2:6][C:7]2[O:11][C:10]3[CH:12]=[C:13]([N:16]4[CH:21]=[CH:20][C:19]([O:22][CH2:23][C:24]5[CH:29]=[CH:28][CH:27]=[C:26]([C:30]([F:32])([F:33])[F:31])[N:25]=5)=[CH:18][C:17]4=[O:34])[CH:14]=[CH:15][C:9]=3[C:8]=2[CH2:2]1)([CH3:36])[CH3:40]. The yield is 0.870. (7) The product is [F:16][C:17]1[CH:18]=[CH:19][C:20]2=[C:21]([CH:37]=1)[O:22][CH2:23][C:24]1[CH:34]=[C:33]([CH:35]([OH:36])[C:2]3[N:6]4[CH:7]=[CH:8][CH:9]=[C:10]([O:11][CH3:12])[C:5]4=[N:4][C:3]=3[CH:13]([CH3:15])[CH3:14])[CH:32]=[CH:31][C:25]=1/[C:26]/2=[C:27](/[CH3:30])\[C:28]#[N:29]. The yield is 0.350. The reactants are I[C:2]1[N:6]2[CH:7]=[CH:8][CH:9]=[C:10]([O:11][CH3:12])[C:5]2=[N:4][C:3]=1[CH:13]([CH3:15])[CH3:14].[F:16][C:17]1[CH:18]=[CH:19][C:20]2=[C:21]([CH:37]=1)[O:22][CH2:23][C:24]1[CH:34]=[C:33]([CH:35]=[O:36])[CH:32]=[CH:31][C:25]=1/[C:26]/2=[C:27](/[CH3:30])\[C:28]#[N:29]. No catalyst specified. (8) The reactants are [NH2:1][C:2]1[CH:7]=[N:6][CH:5]=[C:4](Cl)[N:3]=1.C([Sn](CCCC)(CCCC)[C:14]1[CH:19]=[CH:18][CH:17]=[CH:16][N:15]=1)CCC. The catalyst is C1C=CC([P]([Pd]([P](C2C=CC=CC=2)(C2C=CC=CC=2)C2C=CC=CC=2)([P](C2C=CC=CC=2)(C2C=CC=CC=2)C2C=CC=CC=2)[P](C2C=CC=CC=2)(C2C=CC=CC=2)C2C=CC=CC=2)(C2C=CC=CC=2)C2C=CC=CC=2)=CC=1.C1(C)C(C)=CC=CC=1. The product is [N:15]1[CH:16]=[CH:17][CH:18]=[CH:19][C:14]=1[C:4]1[N:3]=[C:2]([NH2:1])[CH:7]=[N:6][CH:5]=1. The yield is 0.710. (9) The reactants are Br[C:2]1[CH:7]=[CH:6][CH:5]=[CH:4][C:3]=1[C:8]1[CH:13]=[CH:12][CH:11]=[CH:10][CH:9]=1.[NH2:14][C:15]1[CH:20]=[CH:19][CH:18]=[CH:17][C:16]=1[C:21]1[CH:26]=[CH:25][CH:24]=[CH:23][CH:22]=1.CC(C)([O-])C.[Na+]. The catalyst is C1C=CC(/C=C/C(/C=C/C2C=CC=CC=2)=O)=CC=1.C1C=CC(/C=C/C(/C=C/C2C=CC=CC=2)=O)=CC=1.[Pd].C1(C)C=CC=CC=1. The product is [C:3]1([C:8]2[CH:13]=[CH:12][CH:11]=[CH:10][CH:9]=2)[CH:4]=[CH:5][CH:6]=[CH:7][C:2]=1[NH:14][C:15]1[CH:20]=[CH:19][CH:18]=[CH:17][C:16]=1[C:21]1[CH:22]=[CH:23][CH:24]=[CH:25][CH:26]=1. The yield is 0.980.